This data is from Full USPTO retrosynthesis dataset with 1.9M reactions from patents (1976-2016). The task is: Predict the reactants needed to synthesize the given product. (1) Given the product [CH:15]([N:10]1[C:11](=[O:12])[C:6]2[C:7](=[CH:13][CH:14]=[C:4]([N+:1]([O-:3])=[O:2])[CH:5]=2)[C:8]1=[O:9])([CH3:20])[CH3:16], predict the reactants needed to synthesize it. The reactants are: [N+:1]([C:4]1[CH:5]=[C:6]2[C:11](=[O:12])[NH:10][C:8](=[O:9])[C:7]2=[CH:13][CH:14]=1)([O-:3])=[O:2].[C:15]1(P(C2C=CC=CC=2)C2C=CC=CC=2)[CH:20]=CC=C[CH:16]=1.C(O)(C)C.CC(OC(/N=N/C(OC(C)C)=O)=O)C. (2) Given the product [F:1][C:2]1[CH:3]=[C:4]([CH:20]=[CH:21][C:22]=1[O:23][CH3:24])[CH2:5][CH:6]1[C:15]2[C:10](=[CH:11][C:12]([O:18][CH3:19])=[C:13]([O:16][CH3:17])[CH:14]=2)[CH2:9][CH2:8][N:7]1[CH:26]([C:31]1[CH:36]=[CH:35][CH:34]=[CH:33][CH:32]=1)[C:27]([OH:29])=[O:28], predict the reactants needed to synthesize it. The reactants are: [F:1][C:2]1[CH:3]=[C:4]([CH:20]=[CH:21][C:22]=1[O:23][CH3:24])[CH2:5][CH:6]1[C:15]2[C:10](=[CH:11][C:12]([O:18][CH3:19])=[C:13]([O:16][CH3:17])[CH:14]=2)[CH2:9][CH2:8][NH:7]1.Br[CH:26]([C:31]1[CH:36]=[CH:35][CH:34]=[CH:33][CH:32]=1)[C:27]([O:29]C)=[O:28]. (3) The reactants are: [Br:1][C:2]1[C:11]([CH2:12]Br)=[C:10]([O:14][CH3:15])[C:9]2[C:4](=[CH:5][CH:6]=[CH:7][CH:8]=2)[C:3]=1[O:16][CH3:17].C([O-])([O-])=[O:19].[Ca+2]. Given the product [Br:1][C:2]1[C:11]([CH2:12][OH:19])=[C:10]([O:14][CH3:15])[C:9]2[C:4](=[CH:5][CH:6]=[CH:7][CH:8]=2)[C:3]=1[O:16][CH3:17], predict the reactants needed to synthesize it. (4) Given the product [C:27]([O:31][C:32](=[O:44])[C@@H:33]([NH:36][C:37]([O:39][C:40]([CH3:43])([CH3:42])[CH3:41])=[O:38])[CH2:34][I:20])([CH3:30])([CH3:29])[CH3:28], predict the reactants needed to synthesize it. The reactants are: C1C=CC(P(C2C=CC=CC=2)C2C=CC=CC=2)=CC=1.[I:20]I.N1C=CN=C1.[C:27]([O:31][C:32](=[O:44])[C@@H:33]([NH:36][C:37]([O:39][C:40]([CH3:43])([CH3:42])[CH3:41])=[O:38])[CH2:34]O)([CH3:30])([CH3:29])[CH3:28]. (5) Given the product [C:3]([CH2:4][S:5][CH2:6][CH2:7][C:8]([OH:10])=[O:9])([OH:12])=[O:2], predict the reactants needed to synthesize it. The reactants are: C[O:2][C:3](=[O:12])[CH2:4][S:5][CH2:6][CH2:7][C:8]([O:10]C)=[O:9].O.[OH-].[Li+].Cl.